From a dataset of Reaction yield outcomes from USPTO patents with 853,638 reactions. Predict the reaction yield, written as a fraction of the theoretical maximum amount of product (1.0 means a 100% yield; for example, 0.34 means a 34% yield). The reactants are [Cl:1][C:2]1[C:7]([Cl:8])=[CH:6][CH:5]=[CH:4][C:3]=1[S:9]([NH:12][C:13]1[CH:18]=[CH:17][C:16]([O:19]C)=[CH:15][C:14]=1[S:21]([NH2:24])(=[O:23])=[O:22])(=[O:11])=[O:10].B(Br)(Br)Br. The catalyst is C(Cl)Cl. The product is [Cl:1][C:2]1[C:7]([Cl:8])=[CH:6][CH:5]=[CH:4][C:3]=1[S:9]([NH:12][C:13]1[CH:18]=[CH:17][C:16]([OH:19])=[CH:15][C:14]=1[S:21]([NH2:24])(=[O:23])=[O:22])(=[O:11])=[O:10]. The yield is 0.650.